Dataset: Full USPTO retrosynthesis dataset with 1.9M reactions from patents (1976-2016). Task: Predict the reactants needed to synthesize the given product. Given the product [C:16]([CH:15]([C:14]#[N:18])[C:2]([CH3:13])([C:8]([O:10][CH2:11][CH3:12])=[O:9])[C:3]([O:5][CH2:6][CH3:7])=[O:4])#[N:17], predict the reactants needed to synthesize it. The reactants are: Br[C:2]([CH3:13])([C:8]([O:10][CH2:11][CH3:12])=[O:9])[C:3]([O:5][CH2:6][CH3:7])=[O:4].[C:14](#[N:18])[CH2:15][C:16]#[N:17].CC(C)([O-])C.[K+].